From a dataset of Full USPTO retrosynthesis dataset with 1.9M reactions from patents (1976-2016). Predict the reactants needed to synthesize the given product. (1) Given the product [NH2:24][C:25]1[C:26]2[C:33]([C:3]3[CH:4]=[C:5]([O:8][CH2:9][C@@H:10]4[CH2:14][CH2:13][CH2:12][O:11]4)[CH:6]=[CH:7][C:2]=3[F:1])=[CH:32][N:31]([CH:35]3[CH2:36][C:37]([CH2:40][OH:41])([OH:39])[CH2:38]3)[C:27]=2[N:28]=[CH:29][N:30]=1, predict the reactants needed to synthesize it. The reactants are: [F:1][C:2]1[CH:7]=[CH:6][C:5]([O:8][CH2:9][C@@H:10]2[CH2:14][CH2:13][CH2:12][O:11]2)=[CH:4][C:3]=1B1OC(C)(C)C(C)(C)O1.[NH2:24][C:25]1[C:26]2[C:33](I)=[CH:32][N:31]([CH:35]3[CH2:38][C:37]([CH2:40][OH:41])([OH:39])[CH2:36]3)[C:27]=2[N:28]=[CH:29][N:30]=1.[O-]P([O-])([O-])=O.[K+].[K+].[K+].C([O-])([O-])=O.[Na+].[Na+]. (2) Given the product [CH2:1]1[C:10]2[C:5](=[CH:6][CH:7]=[N:8][CH:9]=2)[CH2:4][CH2:3][N:2]1[C:11]1[CH:12]=[C:13]([CH:19]=[CH:20][CH:21]=1)[C:14]([OH:16])=[O:15], predict the reactants needed to synthesize it. The reactants are: [CH2:1]1[C:10]2[C:5](=[CH:6][CH:7]=[N:8][CH:9]=2)[CH2:4][CH2:3][N:2]1[C:11]1[CH:12]=[C:13]([CH:19]=[CH:20][CH:21]=1)[C:14]([O:16]CC)=[O:15].[OH-].[Na+].C(O)(=O)C. (3) Given the product [CH2:26]([NH:25][C:23](=[O:24])[C:22]1[CH:33]=[CH:34][N:35]=[C:20]([NH:19][C:16]([C:12]2[S:11][CH:15]=[CH:14][CH:13]=2)=[O:17])[CH:21]=1)[C:27]1[CH:32]=[CH:31][CH:30]=[CH:29][CH:28]=1, predict the reactants needed to synthesize it. The reactants are: FC1C=CC=CC=1C(Cl)=O.[S:11]1[CH:15]=[CH:14][CH:13]=[C:12]1[C:16](Cl)=[O:17].[NH2:19][C:20]1[CH:21]=[C:22]([CH:33]=[CH:34][N:35]=1)[C:23]([NH:25][CH2:26][C:27]1[CH:32]=[CH:31][CH:30]=[CH:29][CH:28]=1)=[O:24]. (4) Given the product [CH:7]1([C@H:11]([N:13]([CH3:42])[C:14]2[N:22]=[C:21]([C:23]#[N:24])[N:20]=[C:19]3[C:15]=2[N:16]([CH2:34][C@H:35]2[CH2:36][CH2:37][C@H:38]([CH3:41])[CH2:39][CH2:40]2)[C:17]([C:25]2[CH:30]=[C:29]([CH:31]([CH3:33])[CH3:32])[CH:28]=[CH:27][N:26]=2)=[N:18]3)[CH3:12])[CH2:8][CH2:9][CH2:10]1, predict the reactants needed to synthesize it. The reactants are: C([O-])([O-])=O.[Cs+].[Cs+].[CH:7]1([C@H:11]([NH:13][C:14]2[N:22]=[C:21]([C:23]#[N:24])[N:20]=[C:19]3[C:15]=2[N:16]([CH2:34][C@H:35]2[CH2:40][CH2:39][C@H:38]([CH3:41])[CH2:37][CH2:36]2)[C:17]([C:25]2[CH:30]=[C:29]([CH:31]([CH3:33])[CH3:32])[CH:28]=[CH:27][N:26]=2)=[N:18]3)[CH3:12])[CH2:10][CH2:9][CH2:8]1.[CH3:42]I. (5) Given the product [Cl:14][C:10]1[C:9]([CH3:15])=[C:8]([C:6]2[N:5]=[C:4]([NH2:16])[N:3]=[C:2]([NH:19][CH2:17][CH3:18])[CH:7]=2)[CH:13]=[CH:12][CH:11]=1, predict the reactants needed to synthesize it. The reactants are: Cl[C:2]1[CH:7]=[C:6]([C:8]2[CH:13]=[CH:12][CH:11]=[C:10]([Cl:14])[C:9]=2[CH3:15])[N:5]=[C:4]([NH2:16])[N:3]=1.[CH2:17]([NH2:19])[CH3:18].